This data is from Full USPTO retrosynthesis dataset with 1.9M reactions from patents (1976-2016). The task is: Predict the reactants needed to synthesize the given product. (1) Given the product [N+:20]([C:4]1[CH:3]=[CH:2][C:1]([N:7]2[C:11]([C:12]([O:14][CH3:15])=[O:13])=[CH:10][C:9]([C:16]([F:18])([F:19])[F:17])=[N:8]2)=[CH:6][CH:5]=1)([O-:22])=[O:21], predict the reactants needed to synthesize it. The reactants are: [C:1]1([N:7]2[C:11]([C:12]([O:14][CH3:15])=[O:13])=[CH:10][C:9]([C:16]([F:19])([F:18])[F:17])=[N:8]2)[CH:6]=[CH:5][CH:4]=[CH:3][CH:2]=1.[N+:20]([O-])([OH:22])=[O:21].OS(O)(=O)=O. (2) The reactants are: [F:1][C:2]([F:52])([F:51])[C:3]1[CH:4]=[C:5]([CH:44]=[C:45]([C:47]([F:50])([F:49])[F:48])[CH:46]=1)[CH2:6][N:7]([CH2:23][C:24]1[CH:29]=[C:28]([C:30]([F:33])([F:32])[F:31])[CH:27]=[CH:26][C:25]=1[C:34]1[C:39]([O:40][CH3:41])=[CH:38][N:37]=[C:36]([S:42][CH3:43])[N:35]=1)[C:8]1[N:13]=[CH:12][C:11]([O:14][CH2:15][CH2:16][CH2:17][C:18]([O:20][CH2:21][CH3:22])=[O:19])=[CH:10][N:9]=1.ClC1C=CC=C(C(OO)=[O:61])C=1.S([O-])([O-])(=O)=S.[Na+].[Na+]. Given the product [F:48][C:47]([F:50])([F:49])[C:45]1[CH:44]=[C:5]([CH:4]=[C:3]([C:2]([F:51])([F:1])[F:52])[CH:46]=1)[CH2:6][N:7]([CH2:23][C:24]1[CH:29]=[C:28]([C:30]([F:31])([F:32])[F:33])[CH:27]=[CH:26][C:25]=1[C:34]1[C:39]([O:40][CH3:41])=[CH:38][N:37]=[C:36]([S:42]([CH3:43])=[O:61])[N:35]=1)[C:8]1[N:13]=[CH:12][C:11]([O:14][CH2:15][CH2:16][CH2:17][C:18]([O:20][CH2:21][CH3:22])=[O:19])=[CH:10][N:9]=1, predict the reactants needed to synthesize it.